Dataset: Reaction yield outcomes from USPTO patents with 853,638 reactions. Task: Predict the reaction yield, written as a fraction of the theoretical maximum amount of product (1.0 means a 100% yield; for example, 0.34 means a 34% yield). (1) The reactants are Cl.[O:2]1[C:6]2[CH:7]=[CH:8][CH:9]=[CH:10][C:5]=2[CH:4]=[C:3]1[CH2:11][NH2:12].F[C:14]1[CH:22]=[N:21][CH:20]=[CH:19][C:15]=1[C:16]([OH:18])=[O:17]. No catalyst specified. The product is [O:2]1[C:6]2[CH:7]=[CH:8][CH:9]=[CH:10][C:5]=2[CH:4]=[C:3]1[CH2:11][NH:12][C:19]1[CH:20]=[N:21][CH:22]=[CH:14][C:15]=1[C:16]([OH:18])=[O:17]. The yield is 0.0300. (2) The reactants are [C:1]1([CH3:14])[CH:6]=[CH:5][CH:4]=[CH:3][C:2]=1[NH:7][C:8](=O)[C:9]([CH3:12])([CH3:11])[CH3:10].C([Li])CCC.[Cl-].[NH4+]. The catalyst is C1COCC1. The product is [C:9]([C:8]1[NH:7][C:2]2[C:1]([CH:14]=1)=[CH:6][CH:5]=[CH:4][CH:3]=2)([CH3:12])([CH3:11])[CH3:10]. The yield is 0.950. (3) The reactants are Cl[C:2]1[N:6]([CH2:7][O:8][CH2:9][CH2:10][O:11][CH3:12])[C:5]2[CH:13]=[C:14]([Cl:20])[C:15]([N+:17]([O-:19])=[O:18])=[CH:16][C:4]=2[N:3]=1.[CH2:21]([O:23][C:24]([C:26]1[CH:27]=[N:28][NH:29][CH:30]=1)=[O:25])[CH3:22].C(=O)([O-])[O-].[Cs+].[Cs+]. The catalyst is CN(C=O)C. The product is [CH2:21]([O:23][C:24]([C:26]1[CH:27]=[N:28][N:29]([C:2]2[N:6]([CH2:7][O:8][CH2:9][CH2:10][O:11][CH3:12])[C:5]3[CH:13]=[C:14]([Cl:20])[C:15]([N+:17]([O-:19])=[O:18])=[CH:16][C:4]=3[N:3]=2)[CH:30]=1)=[O:25])[CH3:22]. The yield is 0.980. (4) The product is [F:39][C:36]([F:37])([F:38])[C:32]1[CH:31]=[C:30]([S:27]([C:23]2[CH:24]=[N:25][C:26]3[C:21]([CH:22]=2)=[CH:20][CH:19]=[CH:18][C:17]=3[N:7]2[CH2:6][C@@H:5]3[CH2:1][N:2]([C:9]([O:11][C:12]([CH3:15])([CH3:14])[CH3:13])=[O:10])[CH2:3][C@@H:4]3[CH2:8]2)(=[O:29])=[O:28])[CH:35]=[CH:34][CH:33]=1. The reactants are [CH2:1]1[C@@H:5]2[CH2:6][NH:7][CH2:8][C@@H:4]2[CH2:3][N:2]1[C:9]([O:11][C:12]([CH3:15])([CH3:14])[CH3:13])=[O:10].I[C:17]1[CH:18]=[CH:19][CH:20]=[C:21]2[C:26]=1[N:25]=[CH:24][C:23]([S:27]([C:30]1[CH:35]=[CH:34][CH:33]=[C:32]([C:36]([F:39])([F:38])[F:37])[CH:31]=1)(=[O:29])=[O:28])=[CH:22]2. The yield is 0.600. No catalyst specified.